From a dataset of Reaction yield outcomes from USPTO patents with 853,638 reactions. Predict the reaction yield, written as a fraction of the theoretical maximum amount of product (1.0 means a 100% yield; for example, 0.34 means a 34% yield). (1) The reactants are [CH2:1]1OCCOCCOCCOCCOCC[O:3][CH2:2]1.FC(F)(F)COP(CC(OC)=O)(=O)OCC(F)(F)F.C[Si]([N-][Si](C)(C)C)(C)C.[K+].[Cl:48][C:49]1[CH:54]=[CH:53][CH:52]=[CH:51][C:50]=1[NH:55][C:56]1[C:61]([CH:62]=O)=[C:60]([O:64][C:65]2[CH:70]=[CH:69][CH:68]=[CH:67][CH:66]=2)[N:59]=[C:58]([S:71][CH3:72])[N:57]=1.[NH4+].[Cl-]. The catalyst is C1(C)C=CC=CC=1.C1COCC1.CCOCC. The product is [Cl:48][C:49]1[CH:54]=[CH:53][CH:52]=[CH:51][C:50]=1[N:55]1[C:56]2[N:57]=[C:58]([S:71][CH3:72])[N:59]=[C:60]([O:64][C:65]3[CH:66]=[CH:67][CH:68]=[CH:69][CH:70]=3)[C:61]=2[CH:62]=[CH:1][C:2]1=[O:3]. The yield is 0.910. (2) The reactants are C([O:8][C:9]1[CH:10]=[C:11]2[C:15](=[CH:16][CH:17]=1)[NH:14][C:13]([CH2:18][CH:19]([CH2:24][C:25]1[CH:30]=[CH:29][CH:28]=[CH:27][CH:26]=1)[C:20]([O:22][CH3:23])=[O:21])=[CH:12]2)C1C=CC=CC=1. The catalyst is C(O)C.[Pd]. The product is [OH:8][C:9]1[CH:10]=[C:11]2[C:15](=[CH:16][CH:17]=1)[NH:14][C:13]([CH2:18][CH:19]([CH2:24][C:25]1[CH:26]=[CH:27][CH:28]=[CH:29][CH:30]=1)[C:20]([O:22][CH3:23])=[O:21])=[CH:12]2. The yield is 1.00. (3) The reactants are Br[C:2]1[CH:3]=[N:4][CH:5]=[C:6]([CH:19]=1)[C:7]([N:9]=[S@:10]([CH3:18])(=[O:17])[C:11]1[CH:16]=[CH:15][CH:14]=[CH:13][CH:12]=1)=[O:8].[OH:20][C:21]1[CH:22]=[C:23]([C:27]#[CH:28])[CH:24]=[CH:25][CH:26]=1.C(N(CC)CC)C. The catalyst is Cl[Pd](Cl)([P](C1C=CC=CC=1)(C1C=CC=CC=1)C1C=CC=CC=1)[P](C1C=CC=CC=1)(C1C=CC=CC=1)C1C=CC=CC=1.[Cu]I.CN(C=O)C. The product is [OH:20][C:21]1[CH:22]=[C:23]([C:27]#[C:28][C:2]2[CH:3]=[N:4][CH:5]=[C:6]([CH:19]=2)[C:7]([N:9]=[S@:10]([CH3:18])(=[O:17])[C:11]2[CH:16]=[CH:15][CH:14]=[CH:13][CH:12]=2)=[O:8])[CH:24]=[CH:25][CH:26]=1. The yield is 0.320. (4) The reactants are Br[C:2]1[CH:3]=[C:4]2[C:9](=[CH:10][C:11]=1[CH:12]([F:14])[F:13])[N:8]([C:15]1[C:19]3[CH2:20][N:21]([C:24](=[O:26])[CH3:25])[CH2:22][CH2:23][C:18]=3[N:17]([CH:27]3[CH2:32][CH2:31][O:30][CH2:29][CH2:28]3)[N:16]=1)[CH2:7][CH2:6][CH2:5]2.CC1(C)C(C)(C)OB([C:41]2[CH:42]=[CH:43][C:44]([NH:47][C:48](=[O:50])[CH3:49])=[N:45][CH:46]=2)O1.C1(P(C2CCCCC2)C2C=CC=CC=2C2C(C(C)C)=CC(C(C)C)=CC=2C(C)C)CCCCC1.C([O-])([O-])=O.[Na+].[Na+]. The catalyst is C1COCC1.O. The product is [C:24]([N:21]1[CH2:22][CH2:23][C:18]2[N:17]([CH:27]3[CH2:28][CH2:29][O:30][CH2:31][CH2:32]3)[N:16]=[C:15]([N:8]3[C:9]4[C:4](=[CH:3][C:2]([C:41]5[CH:42]=[CH:43][C:44]([NH:47][C:48](=[O:50])[CH3:49])=[N:45][CH:46]=5)=[C:11]([CH:12]([F:13])[F:14])[CH:10]=4)[CH2:5][CH2:6][CH2:7]3)[C:19]=2[CH2:20]1)(=[O:26])[CH3:25]. The yield is 0.560. (5) The reactants are FC1C=CC(CN)=CC=1.[F:10][C:11]1[CH:17]=[CH:16][C:14]([NH2:15])=[CH:13][CH:12]=1.CS(O[CH2:23][CH2:24][N:25]1[C:29](=[O:30])[N:28]([C:31]2[S:32][C:33]([C:37](=[O:46])[NH:38][CH2:39][C:40]3[CH:41]=[N:42][CH:43]=[CH:44][CH:45]=3)=[C:34]([CH3:36])[N:35]=2)[CH:27]=[N:26]1)(=O)=O. No catalyst specified. The product is [F:10][C:11]1[CH:17]=[CH:16][C:14]([NH:15][CH2:23][CH2:24][N:25]2[C:29](=[O:30])[N:28]([C:31]3[S:32][C:33]([C:37]([NH:38][CH2:39][C:40]4[CH:41]=[N:42][CH:43]=[CH:44][CH:45]=4)=[O:46])=[C:34]([CH3:36])[N:35]=3)[CH:27]=[N:26]2)=[CH:13][CH:12]=1. The yield is 0.660. (6) The reactants are Cl[CH2:2][CH2:3][N:4]([CH2:13][CH2:14]Cl)[C:5]1[CH:10]=[CH:9][C:8]([O:11][CH3:12])=[CH:7][CH:6]=1.[C:16]([O-:19])([O-])=O.[K+].[K+].[C:22]1([CH:29]=[CH:28][C:26]([OH:27])=[CH:25][CH:24]=1)[OH:23]. The catalyst is CN(C=O)C. The product is [CH3:12][O:11][C:8]1[CH:9]=[CH:10][C:5]([N:4]([CH2:13][CH2:14][O:11][C:8]2[CH:9]=[CH:10][C:16]([OH:19])=[CH:6][CH:7]=2)[CH2:3][CH2:2][O:23][C:22]2[CH:29]=[CH:28][C:26]([OH:27])=[CH:25][CH:24]=2)=[CH:6][CH:7]=1. The yield is 0.130. (7) The reactants are [H-].[Na+].[NH2:3][C:4]1[CH:9]=[CH:8][C:7]([OH:10])=[C:6]([F:11])[CH:5]=1.Cl[C:13]1[C:22]2[C:17](=[CH:18][C:19]([O:25][CH3:26])=[C:20]([O:23][CH3:24])[CH:21]=2)[N:16]=[CH:15][CH:14]=1. The catalyst is CN(C)C=O. The product is [CH3:24][O:23][C:20]1[CH:21]=[C:22]2[C:17](=[CH:18][C:19]=1[O:25][CH3:26])[N:16]=[CH:15][CH:14]=[C:13]2[O:10][C:7]1[CH:8]=[CH:9][C:4]([NH2:3])=[CH:5][C:6]=1[F:11]. The yield is 0.700. (8) The reactants are Cl.[NH2:2][CH:3]1[CH2:8][CH2:7][CH2:6][CH:5]([C:9]([N:11]([CH2:19][C:20]2[CH:25]=[CH:24][CH:23]=[CH:22][CH:21]=2)[CH2:12][C:13]2[CH:18]=[CH:17][CH:16]=[CH:15][CH:14]=2)=O)[CH2:4]1.[H-].[Al+3].[Li+].[H-].[H-].[H-].O.[OH-].[Na+]. The catalyst is O1CCCC1. The product is [CH2:12]([N:11]([CH2:9][CH:5]1[CH2:6][CH2:7][CH2:8][CH:3]([NH2:2])[CH2:4]1)[CH2:19][C:20]1[CH:25]=[CH:24][CH:23]=[CH:22][CH:21]=1)[C:13]1[CH:14]=[CH:15][CH:16]=[CH:17][CH:18]=1. The yield is 0.990.